This data is from Reaction yield outcomes from USPTO patents with 853,638 reactions. The task is: Predict the reaction yield, written as a fraction of the theoretical maximum amount of product (1.0 means a 100% yield; for example, 0.34 means a 34% yield). (1) The reactants are [O:1]([C:8]1[CH:13]=[CH:12][C:11]([NH:14][C:15]2[N:20]=[CH:19][N:18]=[C:17]([NH:21][C:22]3[CH:23]=[C:24]([CH:28]=[CH:29][CH:30]=3)[C:25](O)=[O:26])[CH:16]=2)=[CH:10][CH:9]=1)[C:2]1[CH:7]=[CH:6][CH:5]=[CH:4][CH:3]=1.[CH3:31][NH:32][O:33][CH3:34].Cl.CCN=C=NCCCN(C)C.Cl.C1C=CC2N(O)N=NC=2C=1.CCN(C(C)C)C(C)C. The catalyst is CN(C=O)C. The product is [CH3:34][O:33][N:32]([CH3:31])[C:25](=[O:26])[C:24]1[CH:28]=[CH:29][CH:30]=[C:22]([NH:21][C:17]2[CH:16]=[C:15]([NH:14][C:11]3[CH:12]=[CH:13][C:8]([O:1][C:2]4[CH:3]=[CH:4][CH:5]=[CH:6][CH:7]=4)=[CH:9][CH:10]=3)[N:20]=[CH:19][N:18]=2)[CH:23]=1. The yield is 0.445. (2) The product is [O:21]=[C:15]1[CH:14]([N:7]2[C:6](=[O:22])[C:5]3[C:9](=[CH:10][CH:11]=[CH:12][C:4]=3[CH2:3][NH:2][C:37](=[O:38])[C:36]3[CH:40]=[CH:41][C:42]([O:43][CH3:44])=[C:34]([O:33][CH3:32])[CH:35]=3)[C:8]2=[O:13])[CH2:19][CH2:18][C:17](=[O:20])[NH:16]1. The reactants are Cl.[NH2:2][CH2:3][C:4]1[CH:12]=[CH:11][CH:10]=[C:9]2[C:5]=1[C:6](=[O:22])[N:7]([CH:14]1[CH2:19][CH2:18][C:17](=[O:20])[NH:16][C:15]1=[O:21])[C:8]2=[O:13].C(N(C(C)C)CC)(C)C.[CH3:32][O:33][C:34]1[CH:35]=[C:36]([CH:40]=[CH:41][C:42]=1[O:43][CH3:44])[C:37](Cl)=[O:38].CO. The catalyst is C(Cl)Cl. The yield is 0.790. (3) The catalyst is C(Cl)Cl. The reactants are [CH3:1][C:2]1[CH:20]=[CH:19][C:5]2[N:6]=[C:7]([O:9][C:10]3[CH:15]=[CH:14][C:13]([CH2:16][CH2:17]O)=[CH:12][CH:11]=3)[S:8][C:4]=2[CH:3]=1.CN(C1C=CC=CN=1)C.CCN(C(C)C)C(C)C.[CH3:39][S:40](Cl)(=[O:42])=[O:41]. The yield is 0.850. The product is [CH3:39][S:40]([CH2:17][CH2:16][C:13]1[CH:14]=[CH:15][C:10]([O:9][C:7]2[S:8][C:4]3[CH:3]=[C:2]([CH3:1])[CH:20]=[CH:19][C:5]=3[N:6]=2)=[CH:11][CH:12]=1)(=[O:42])=[O:41]. (4) The catalyst is C(O)(=O)C. The reactants are [CH3:1][O:2][N:3]=[CH:4][C:5]1[CH:10]=[CH:9][C:8]([F:11])=[CH:7][CH:6]=1.C([BH3-])#N.[Na+]. The yield is 0.750. The product is [F:11][C:8]1[CH:7]=[CH:6][C:5]([CH2:4][NH:3][O:2][CH3:1])=[CH:10][CH:9]=1.